From a dataset of Blood-brain barrier permeability classification from the B3DB database. Regression/Classification. Given a drug SMILES string, predict its absorption, distribution, metabolism, or excretion properties. Task type varies by dataset: regression for continuous measurements (e.g., permeability, clearance, half-life) or binary classification for categorical outcomes (e.g., BBB penetration, CYP inhibition). Dataset: b3db_classification. The compound is C[C@H]1CN(c2c(F)c(N)c3c(=O)c(C(=O)O)cn(C4CC4)c3c2F)C[C@@H](C)N1. The result is 1 (penetrates BBB).